Dataset: Forward reaction prediction with 1.9M reactions from USPTO patents (1976-2016). Task: Predict the product of the given reaction. (1) Given the reactants [F:1][C:2]1[CH:30]=[CH:29][CH:28]=[C:27]([F:31])[C:3]=1[CH2:4][O:5][C:6]1[CH:7]=[CH:8][C:9]([CH3:26])=[C:10]([N:12]2[CH2:21][C:20]3[C:15](=[CH:16][C:17]([C:22](O)=[O:23])=[CH:18][CH:19]=3)[NH:14][C:13]2=[O:25])[CH:11]=1.C1N=CN(C(N2C=NC=C2)=O)C=1.[CH3:44][S:45]([NH2:48])(=[O:47])=[O:46].C1CCN2C(=NCCC2)CC1.Cl, predict the reaction product. The product is: [F:1][C:2]1[CH:30]=[CH:29][CH:28]=[C:27]([F:31])[C:3]=1[CH2:4][O:5][C:6]1[CH:7]=[CH:8][C:9]([CH3:26])=[C:10]([N:12]2[CH2:21][C:20]3[C:15](=[CH:16][C:17]([C:22]([NH:48][S:45]([CH3:44])(=[O:47])=[O:46])=[O:23])=[CH:18][CH:19]=3)[NH:14][C:13]2=[O:25])[CH:11]=1. (2) The product is: [C:23]([NH:27][C:2]1[C:3]([CH3:22])=[N:4][C:5]2[C:10]([N:11]=1)=[C:9]([C:12]1[NH:21][C:15]3[N:16]=[CH:17][NH:18][C:19](=[O:20])[C:14]=3[CH:13]=1)[CH:8]=[CH:7][CH:6]=2)([CH3:26])([CH3:25])[CH3:24]. Given the reactants F[C:2]1[C:3]([CH3:22])=[N:4][C:5]2[C:10]([N:11]=1)=[C:9]([C:12]1[NH:21][C:15]3[N:16]=[CH:17][NH:18][C:19](=[O:20])[C:14]=3[CH:13]=1)[CH:8]=[CH:7][CH:6]=2.[C:23]([NH2:27])([CH3:26])([CH3:25])[CH3:24], predict the reaction product. (3) Given the reactants C(O)C.O.[CH3:5][C:6]1[CH:7]=[C:8]([CH:11]=[CH:12][C:13]=1[N+:14]([O-])=O)[C:9]#[N:10], predict the reaction product. The product is: [NH2:14][C:13]1[CH:12]=[CH:11][C:8]([C:9]#[N:10])=[CH:7][C:6]=1[CH3:5]. (4) Given the reactants [C:1]1([OH:7])[CH:6]=[CH:5][CH:4]=[CH:3][CH:2]=1.C1(P(C2C=CC=CC=2)C2C=CC=CC=2)C=CC=CC=1.[CH3:27][C@@H:28](O)[CH2:29][C@H:30]([OH:32])[CH3:31].COCCOC(N=NC(OCCOC)=O)=O, predict the reaction product. The product is: [O:7]([C@@H:28]([CH3:27])[CH2:29][C@H:30]([OH:32])[CH3:31])[C:1]1[CH:6]=[CH:5][CH:4]=[CH:3][CH:2]=1.[C:1]1([OH:7])[CH:6]=[CH:5][CH:4]=[CH:3][CH:2]=1. (5) Given the reactants C(O[C:4]([C:6]1[N:7]=[C:8]([C:15]2[CH:20]=[CH:19][CH:18]=[CH:17][C:16]=2[O:21][CH3:22])[N:9]([CH3:14])[C:10](=[O:13])[C:11]=1[OH:12])=[O:5])C.[CH3:23][C:24]1[CH:25]=[C:26]([CH:29]=[CH:30][C:31]=1[CH3:32])[CH2:27][NH2:28], predict the reaction product. The product is: [CH3:23][C:24]1[CH:25]=[C:26]([CH:29]=[CH:30][C:31]=1[CH3:32])[CH2:27][NH:28][C:4]([C:6]1[N:7]=[C:8]([C:15]2[CH:20]=[CH:19][CH:18]=[CH:17][C:16]=2[O:21][CH3:22])[N:9]([CH3:14])[C:10](=[O:13])[C:11]=1[OH:12])=[O:5].